Dataset: Forward reaction prediction with 1.9M reactions from USPTO patents (1976-2016). Task: Predict the product of the given reaction. (1) Given the reactants Br[C:2]1[CH:14]=[C:13]2[C:5]([C:6]3[C:7](=[O:39])[C:8]4[CH:20]=[CH:19][C:18]([O:21][CH2:22][C@@H:23]5[C@@H:27]([CH2:28][O:29][Si:30]([C:33]([CH3:36])([CH3:35])[CH3:34])([CH3:32])[CH3:31])[O:26][C:25]([CH3:38])([CH3:37])[O:24]5)=[CH:17][C:9]=4[C:10]([CH3:16])([CH3:15])[C:11]=3[NH:12]2)=[CH:4][CH:3]=1.[I-:40].[Na+].CN(C)[C@@H]1CCCC[C@H]1N(C)C, predict the reaction product. The product is: [Si:30]([O:29][CH2:28][C@H:27]1[O:26][C:25]([CH3:37])([CH3:38])[O:24][C@@H:23]1[CH2:22][O:21][C:18]1[CH:19]=[CH:20][C:8]2[C:7](=[O:39])[C:6]3[C:5]4[C:13](=[CH:14][C:2]([I:40])=[CH:3][CH:4]=4)[NH:12][C:11]=3[C:10]([CH3:16])([CH3:15])[C:9]=2[CH:17]=1)([C:33]([CH3:34])([CH3:35])[CH3:36])([CH3:31])[CH3:32]. (2) Given the reactants [O:1]1[C:10]2[C:5](=[CH:6][CH:7]=[CH:8][CH:9]=2)/[C:4](=[N:11]/O)/[CH2:3][CH2:2]1.[H-].[Al+3].[Li+].[H-].[H-].[H-], predict the reaction product. The product is: [O:1]1[C:10]2[C:5](=[CH:6][CH:7]=[CH:8][CH:9]=2)[CH:4]([NH2:11])[CH2:3][CH2:2]1.